The task is: Predict the reactants needed to synthesize the given product.. This data is from Full USPTO retrosynthesis dataset with 1.9M reactions from patents (1976-2016). Given the product [CH:7]1[CH:6]=[C:3]2[CH:4]=[C:12]([C:10]#[N:11])[C:13]([NH:1][C:2]2=[CH:9][CH:8]=1)=[O:14], predict the reactants needed to synthesize it. The reactants are: [NH2:1][C:2]1[CH:9]=[CH:8][CH:7]=[CH:6][C:3]=1[CH:4]=O.[C:10]([CH2:12][C:13](OCC)=[O:14])#[N:11].N1CCCCC1.